Dataset: Forward reaction prediction with 1.9M reactions from USPTO patents (1976-2016). Task: Predict the product of the given reaction. (1) Given the reactants [Si:1]([O:8][CH2:9][C@@:10]1([CH3:19])[S:16][CH2:15][CH2:14][N:13]=[C:12](SC)[CH2:11]1)([C:4]([CH3:7])([CH3:6])[CH3:5])([CH3:3])[CH3:2].[Cl:20][C:21]1[CH:26]=[CH:25][C:24]([C:27]2([C:30]([NH:32][NH2:33])=O)[CH2:29][CH2:28]2)=[CH:23][CH:22]=1, predict the reaction product. The product is: [Si:1]([O:8][CH2:9][C@@:10]1([CH3:19])[S:16][CH2:15][CH2:14][N:13]2[C:30]([C:27]3([C:24]4[CH:23]=[CH:22][C:21]([Cl:20])=[CH:26][CH:25]=4)[CH2:29][CH2:28]3)=[N:32][N:33]=[C:12]2[CH2:11]1)([C:4]([CH3:7])([CH3:6])[CH3:5])([CH3:3])[CH3:2]. (2) The product is: [C:9]([N:8]1[CH2:16][CH2:21][N:61]([CH3:62])[CH2:60][CH2:1]1)([O:11][C:12]([CH3:15])([CH3:14])[CH3:13])=[O:10]. Given the reactants [C:1]([N:8]([C:16]1[C:21](F)=CC(Br)=CC=1F)[C:9]([O:11][C:12]([CH3:15])([CH3:14])[CH3:13])=[O:10])(OC(C)(C)C)=O.COC1C=CC=C(OC)C=1C1C=CC=CC=1P(C1CCCCC1)C1CCCCC1.C(=O)([O-])[O-].[Cs+].[Cs+].[CH3:60][N:61]1CCNC[CH2:62]1, predict the reaction product. (3) Given the reactants S(O)(=O)(=O)C.O1CCC=[N:7]1.[C:11]([O:16][CH2:17][CH2:18]CC)(=[O:15])C(C)O.[CH2:21]([O:28][PH:29](=[O:38])[O:30][CH2:31][C:32]1[CH:37]=[CH:36][CH:35]=[CH:34][CH:33]=1)[C:22]1[CH:27]=[CH:26][CH:25]=[CH:24][CH:23]=1.C(O)(C(F)(F)F)=O, predict the reaction product. The product is: [OH:30][CH2:31][N:7]1[CH2:18][CH2:17][O:16][C:11]1=[O:15].[CH2:31]([O:30][PH:29](=[O:38])[O:28][CH2:21][C:22]1[CH:23]=[CH:24][CH:25]=[CH:26][CH:27]=1)[C:32]1[CH:33]=[CH:34][CH:35]=[CH:36][CH:37]=1. (4) Given the reactants Br[C:2]1[CH:7]=[CH:6][C:5]([CH:8]([CH3:23])[C:9]([C:15]2[CH:16]=[CH:17][C:18](=[O:22])[N:19]([CH3:21])[CH:20]=2)([OH:14])[C:10]([F:13])([F:12])[F:11])=[C:4]([Cl:24])[CH:3]=1.[F:25][C:26]1[CH:31]=[CH:30][C:29](B(O)O)=[CH:28][C:27]=1[C:35]([O:37][CH2:38][CH3:39])=[O:36], predict the reaction product. The product is: [CH2:38]([O:37][C:35]([C:27]1[CH:28]=[C:29]([C:2]2[CH:7]=[CH:6][C:5]([CH:8]([CH3:23])[C:9]([OH:14])([C:15]3[CH:16]=[CH:17][C:18](=[O:22])[N:19]([CH3:21])[CH:20]=3)[C:10]([F:11])([F:12])[F:13])=[C:4]([Cl:24])[CH:3]=2)[CH:30]=[CH:31][C:26]=1[F:25])=[O:36])[CH3:39]. (5) The product is: [CH2:18]([N:20]1[CH2:25][CH2:24][N:23]([C:2]2[C:7]([O:8][CH2:9][CH2:10][O:11][C:12]3[CH:17]=[CH:16][CH:15]=[CH:14][CH:13]=3)=[N:6][CH:5]=[CH:4][N:3]=2)[CH2:22][CH2:21]1)[CH3:19]. Given the reactants Cl[C:2]1[C:7]([O:8][CH2:9][CH2:10][O:11][C:12]2[CH:17]=[CH:16][CH:15]=[CH:14][CH:13]=2)=[N:6][CH:5]=[CH:4][N:3]=1.[CH2:18]([N:20]1[CH2:25][CH2:24][NH:23][CH2:22][CH2:21]1)[CH3:19], predict the reaction product.